From a dataset of NCI-60 drug combinations with 297,098 pairs across 59 cell lines. Regression. Given two drug SMILES strings and cell line genomic features, predict the synergy score measuring deviation from expected non-interaction effect. (1) Drug 1: C1=CC=C(C=C1)NC(=O)CCCCCCC(=O)NO. Synergy scores: CSS=41.9, Synergy_ZIP=0.508, Synergy_Bliss=1.86, Synergy_Loewe=-2.25, Synergy_HSA=5.37. Cell line: U251. Drug 2: CC1C(C(CC(O1)OC2CC(CC3=C2C(=C4C(=C3O)C(=O)C5=C(C4=O)C(=CC=C5)OC)O)(C(=O)CO)O)N)O.Cl. (2) Drug 1: C1CCC(C1)C(CC#N)N2C=C(C=N2)C3=C4C=CNC4=NC=N3. Drug 2: C1=NC(=NC(=O)N1C2C(C(C(O2)CO)O)O)N. Cell line: BT-549. Synergy scores: CSS=0.993, Synergy_ZIP=-0.537, Synergy_Bliss=3.48, Synergy_Loewe=-5.78, Synergy_HSA=0.392. (3) Drug 1: CC(C)CN1C=NC2=C1C3=CC=CC=C3N=C2N. Cell line: OVCAR-5. Synergy scores: CSS=47.8, Synergy_ZIP=-0.290, Synergy_Bliss=-5.21, Synergy_Loewe=-8.30, Synergy_HSA=-9.04. Drug 2: B(C(CC(C)C)NC(=O)C(CC1=CC=CC=C1)NC(=O)C2=NC=CN=C2)(O)O. (4) Drug 1: CN(C)N=NC1=C(NC=N1)C(=O)N. Drug 2: C1CN(CCN1C(=O)CCBr)C(=O)CCBr. Cell line: OVCAR3. Synergy scores: CSS=4.43, Synergy_ZIP=-3.50, Synergy_Bliss=-1.14, Synergy_Loewe=-8.68, Synergy_HSA=-4.31. (5) Drug 1: CCC1=CC2CC(C3=C(CN(C2)C1)C4=CC=CC=C4N3)(C5=C(C=C6C(=C5)C78CCN9C7C(C=CC9)(C(C(C8N6C)(C(=O)OC)O)OC(=O)C)CC)OC)C(=O)OC.C(C(C(=O)O)O)(C(=O)O)O. Drug 2: C1C(C(OC1N2C=NC3=C(N=C(N=C32)Cl)N)CO)O. Cell line: OVCAR-4. Synergy scores: CSS=18.0, Synergy_ZIP=1.72, Synergy_Bliss=0.467, Synergy_Loewe=-7.52, Synergy_HSA=-1.64. (6) Drug 1: C1CN1P(=S)(N2CC2)N3CC3. Drug 2: C1=NC2=C(N=C(N=C2N1C3C(C(C(O3)CO)O)O)F)N. Cell line: NCI/ADR-RES. Synergy scores: CSS=28.0, Synergy_ZIP=-3.93, Synergy_Bliss=-1.92, Synergy_Loewe=-9.80, Synergy_HSA=-0.971. (7) Drug 2: CCCCC(=O)OCC(=O)C1(CC(C2=C(C1)C(=C3C(=C2O)C(=O)C4=C(C3=O)C=CC=C4OC)O)OC5CC(C(C(O5)C)O)NC(=O)C(F)(F)F)O. Synergy scores: CSS=-0.502, Synergy_ZIP=3.53, Synergy_Bliss=6.16, Synergy_Loewe=-0.671, Synergy_HSA=0.0620. Drug 1: C1CCC(C1)C(CC#N)N2C=C(C=N2)C3=C4C=CNC4=NC=N3. Cell line: SK-MEL-2. (8) Drug 1: C1=CC(=CC=C1CC(C(=O)O)N)N(CCCl)CCCl.Cl. Drug 2: CN(CCCl)CCCl.Cl. Cell line: SNB-19. Synergy scores: CSS=5.25, Synergy_ZIP=-4.60, Synergy_Bliss=-1.18, Synergy_Loewe=-6.84, Synergy_HSA=-3.12. (9) Drug 1: CN1CCC(CC1)COC2=C(C=C3C(=C2)N=CN=C3NC4=C(C=C(C=C4)Br)F)OC. Drug 2: C1=CC(=C2C(=C1NCCNCCO)C(=O)C3=C(C=CC(=C3C2=O)O)O)NCCNCCO. Cell line: OVCAR-8. Synergy scores: CSS=60.5, Synergy_ZIP=15.8, Synergy_Bliss=15.0, Synergy_Loewe=-0.860, Synergy_HSA=16.2.